Predict the product of the given reaction. From a dataset of Forward reaction prediction with 1.9M reactions from USPTO patents (1976-2016). (1) Given the reactants [Cl:1][C:2]1[CH:3]=[CH:4][C:5]([C:9]2[O:10][CH:11]=[CH:12][N:13]=2)=[C:6]([OH:8])[CH:7]=1.C1(C)C=CC=CC=1.C[O-].[Na+:23], predict the reaction product. The product is: [Cl:1][C:2]1[CH:3]=[CH:4][C:5]([C:9]2[O:10][CH:11]=[CH:12][N:13]=2)=[C:6]([O-:8])[CH:7]=1.[Na+:23]. (2) Given the reactants [CH3:1][C:2]1[N:3]=[C:4]([C:13]2[CH:18]=[CH:17][CH:16]=[CH:15][CH:14]=2)[N:5]2[C:10]=1[CH:9]=[N:8][C:7](SC)=[N:6]2.CC1N=C(C2C=CC=CC=2)N2C=1C=NC(S(C)(=O)=O)=N2.[N:39]1([CH2:45][CH2:46][O:47][C:48]2[CH:49]=[C:50]([NH2:54])[CH:51]=[CH:52][CH:53]=2)[CH2:44][CH2:43][O:42][CH2:41][CH2:40]1, predict the reaction product. The product is: [CH3:1][C:2]1[N:3]=[C:4]([C:13]2[CH:18]=[CH:17][CH:16]=[CH:15][CH:14]=2)[N:5]2[C:10]=1[CH:9]=[N:8][C:7]([NH:54][C:50]1[CH:51]=[CH:52][CH:53]=[C:48]([O:47][CH2:46][CH2:45][N:39]3[CH2:40][CH2:41][O:42][CH2:43][CH2:44]3)[CH:49]=1)=[N:6]2. (3) Given the reactants F[C:2]1[CH:7]=[CH:6][CH:5]=[CH:4][C:3]=1[S:8]([NH2:11])(=[O:10])=[O:9].Br[C:13]1[CH:18]=[CH:17][C:16]([SH:19])=[CH:15][CH:14]=1.[F:20][C:21]1[CH:28]=[CH:27][C:24]([CH:25]=[CH2:26])=[CH:23][CH:22]=1.CN1CCCC1=[O:35], predict the reaction product. The product is: [F:20][C:21]1[CH:28]=[CH:27][C:24](/[CH:25]=[CH:26]/[C:13]2[CH:18]=[CH:17][C:16]([S:19]([C:2]3[CH:7]=[CH:6][CH:5]=[CH:4][C:3]=3[S:8]([NH2:11])(=[O:10])=[O:9])=[O:35])=[CH:15][CH:14]=2)=[CH:23][CH:22]=1. (4) Given the reactants [CH2:1]([N:8]1[C:20]2[CH:19]=[CH:18][C:17]([C:21]3[CH:26]=[CH:25][C:24]([OH:27])=[CH:23][CH:22]=3)=[CH:16][C:15]=2[C:14]2[CH2:13][CH2:12][CH2:11][CH2:10][C:9]1=2)[C:2]1[CH:7]=[CH:6][CH:5]=[CH:4][CH:3]=1.C([O-])([O-])=O.[K+].[K+].Br[CH2:35][C:36]([O:38][CH3:39])=[O:37], predict the reaction product. The product is: [CH3:39][O:38][C:36](=[O:37])[CH2:35][O:27][C:24]1[CH:23]=[CH:22][C:21]([C:17]2[CH:18]=[CH:19][C:20]3[N:8]([CH2:1][C:2]4[CH:3]=[CH:4][CH:5]=[CH:6][CH:7]=4)[C:9]4[CH2:10][CH2:11][CH2:12][CH2:13][C:14]=4[C:15]=3[CH:16]=2)=[CH:26][CH:25]=1.